Dataset: Reaction yield outcomes from USPTO patents with 853,638 reactions. Task: Predict the reaction yield, written as a fraction of the theoretical maximum amount of product (1.0 means a 100% yield; for example, 0.34 means a 34% yield). (1) The product is [NH2:7][C:6]1[C:5]([Br:11])=[CH:4][C:3]([F:12])=[C:2]([Br:1])[C:10]=1[NH2:9]. The reactants are [Br:1][C:2]1[C:10]2[C:6](=[N:7]S[N:9]=2)[C:5]([Br:11])=[CH:4][C:3]=1[F:12]. The catalyst is C(O)C. The yield is 0.660. (2) The reactants are C([Li])CCC.C1(NC2CCCCC2)CCCCC1.[CH3:19][Si:20]([CH3:34])([CH3:33])[CH2:21][CH2:22][O:23][C:24]([CH:26]1[CH2:31][CH2:30][CH2:29][C:28](=[CH2:32])[CH2:27]1)=[O:25].Br[C:36]1[CH:41]=[CH:40][CH:39]=[C:38]([C:42]([CH3:45])([CH3:44])[CH3:43])[CH:37]=1.F[B-](F)(F)F.C([PH+](C(C)(C)C)C(C)(C)C)(C)(C)C. The catalyst is C1(C)C=CC=CC=1.C1C=CC(/C=C/C(/C=C/C2C=CC=CC=2)=O)=CC=1.C1C=CC(/C=C/C(/C=C/C2C=CC=CC=2)=O)=CC=1.C1C=CC(/C=C/C(/C=C/C2C=CC=CC=2)=O)=CC=1.C(Cl)(Cl)Cl.[Pd].[Pd].C(OCC)(=O)C. The product is [CH3:19][Si:20]([CH3:33])([CH3:34])[CH2:21][CH2:22][O:23][C:24]([C:26]1([C:36]2[CH:41]=[CH:40][CH:39]=[C:38]([C:42]([CH3:45])([CH3:44])[CH3:43])[CH:37]=2)[CH2:31][CH2:30][CH2:29][C:28](=[CH2:32])[CH2:27]1)=[O:25]. The yield is 0.810. (3) The reactants are [N:1]([C@H:4]1[CH2:9][C@@H:8]([F:10])[CH2:7][N:6]([C:11]([O:13][CH2:14][C:15]2[CH:20]=[CH:19][CH:18]=[CH:17][CH:16]=2)=[O:12])[CH2:5]1)=[N+]=[N-].N1C=CC=CC=1.[OH-].[NH4+].P(C)(C)C.[CH3:33][C:34]([O:37][C:38](O[C:38]([O:37][C:34]([CH3:36])([CH3:35])[CH3:33])=[O:39])=[O:39])([CH3:36])[CH3:35]. The catalyst is C1COCC1. The product is [C:34]([O:37][C:38]([NH:1][C@H:4]1[CH2:9][C@@H:8]([F:10])[CH2:7][N:6]([C:11]([O:13][CH2:14][C:15]2[CH:20]=[CH:19][CH:18]=[CH:17][CH:16]=2)=[O:12])[CH2:5]1)=[O:39])([CH3:36])([CH3:35])[CH3:33]. The yield is 0.930. (4) The reactants are Br[C:2]1[CH:3]=[N:4][CH:5]=[C:6]([CH:19]=1)[C:7]([N:9]=[S@:10]([CH3:18])(=[O:17])[C:11]1[CH:16]=[CH:15][CH:14]=[CH:13][CH:12]=1)=[O:8].[OH:20][C:21]1[CH:22]=[C:23]([C:27]#[CH:28])[CH:24]=[CH:25][CH:26]=1.C(N(CC)CC)C. The catalyst is Cl[Pd](Cl)([P](C1C=CC=CC=1)(C1C=CC=CC=1)C1C=CC=CC=1)[P](C1C=CC=CC=1)(C1C=CC=CC=1)C1C=CC=CC=1.[Cu]I.CN(C=O)C. The product is [OH:20][C:21]1[CH:22]=[C:23]([C:27]#[C:28][C:2]2[CH:3]=[N:4][CH:5]=[C:6]([CH:19]=2)[C:7]([N:9]=[S@:10]([CH3:18])(=[O:17])[C:11]2[CH:16]=[CH:15][CH:14]=[CH:13][CH:12]=2)=[O:8])[CH:24]=[CH:25][CH:26]=1. The yield is 0.320. (5) The reactants are [CH2:1]([O:3][C:4](=[O:28])[C@@H:5]([CH2:12][C:13]1[C:14]([CH2:23][O:24][C:25](=[O:27])[CH3:26])=[C:15]2[C:19](=[C:20](Br)[CH:21]=1)[NH:18][N:17]=[CH:16]2)[CH2:6][C:7]([O:9][CH2:10][CH3:11])=[O:8])[CH3:2].[CH3:29][Sn](C)(C)C. No catalyst specified. The product is [CH2:1]([O:3][C:4](=[O:28])[C@@H:5]([CH2:12][C:13]1[C:14]([CH2:23][O:24][C:25](=[O:27])[CH3:26])=[C:15]2[C:19](=[C:20]([CH3:29])[CH:21]=1)[NH:18][N:17]=[CH:16]2)[CH2:6][C:7]([O:9][CH2:10][CH3:11])=[O:8])[CH3:2]. The yield is 0.680.